Dataset: Reaction yield outcomes from USPTO patents with 853,638 reactions. Task: Predict the reaction yield, written as a fraction of the theoretical maximum amount of product (1.0 means a 100% yield; for example, 0.34 means a 34% yield). (1) The reactants are [F:1][C:2]1[CH:3]=[C:4]([CH:46]=[C:47]([F:49])[CH:48]=1)[CH2:5][C:6]1[CH:7]=[C:8]2[C:12](=[CH:13][CH:14]=1)[N:11](C(C1C=CC=CC=1)(C1C=CC=CC=1)C1C=CC=CC=1)[N:10]=[C:9]2[NH:34][C:35](=[O:45])[C:36]1[CH:41]=[C:40]([CH:42]=[O:43])[CH:39]=[CH:38][C:37]=1[F:44].Cl. The product is [F:1][C:2]1[CH:3]=[C:4]([CH:46]=[C:47]([F:49])[CH:48]=1)[CH2:5][C:6]1[CH:7]=[C:8]2[C:12](=[CH:13][CH:14]=1)[NH:11][N:10]=[C:9]2[NH:34][C:35](=[O:45])[C:36]1[CH:41]=[C:40]([CH:42]=[O:43])[CH:39]=[CH:38][C:37]=1[F:44]. The yield is 0.770. The catalyst is O1CCOCC1. (2) The reactants are [C:1]([C:5]1[CH:9]=[C:8]([NH:10][C:11]([NH:13][C:14]2[CH:19]=[CH:18][CH:17]=[C:16]([O:20][C:21]3[C:30]4[C:25](=[CH:26][C:27]([O:33][CH2:34][CH:35]5[CH2:40][CH2:39][NH:38][CH2:37][CH2:36]5)=[C:28]([O:31][CH3:32])[CH:29]=4)[N:24]=[CH:23][N:22]=3)[CH:15]=2)=[O:12])[O:7][N:6]=1)([CH3:4])([CH3:3])[CH3:2].C=O.[C:43](O)(=O)C.C(O[BH-](OC(=O)C)OC(=O)C)(=O)C.[Na+].[OH-].[Na+]. The catalyst is C(OCC)(=O)C. The product is [C:1]([C:5]1[CH:9]=[C:8]([NH:10][C:11]([NH:13][C:14]2[CH:19]=[CH:18][CH:17]=[C:16]([O:20][C:21]3[C:30]4[C:25](=[CH:26][C:27]([O:33][CH2:34][CH:35]5[CH2:40][CH2:39][N:38]([CH3:43])[CH2:37][CH2:36]5)=[C:28]([O:31][CH3:32])[CH:29]=4)[N:24]=[CH:23][N:22]=3)[CH:15]=2)=[O:12])[O:7][N:6]=1)([CH3:4])([CH3:2])[CH3:3]. The yield is 0.680. (3) The reactants are [F:1][C:2]1[CH:12]=[CH:11][CH:10]=[C:9]([F:13])[C:3]=1[CH2:4][O:5][C:6](=[O:8])[CH3:7].[N+:14]([O-])([OH:16])=[O:15]. No catalyst specified. The product is [F:1][C:2]1[C:12]([N+:14]([O-:16])=[O:15])=[CH:11][CH:10]=[C:9]([F:13])[C:3]=1[CH2:4][O:5][C:6](=[O:8])[CH3:7]. The yield is 0.870. (4) The reactants are [CH2:1]([C:5]1[N:10]2[N:11]=[CH:12][CH:13]=[C:9]2[N:8]([CH:14]2[CH2:23][CH2:22][C:17]3(OCC[O:18]3)[CH2:16][CH2:15]2)[C:7](=[O:24])[C:6]=1[CH2:25][C:26]1[CH:31]=[CH:30][C:29]([C:32]2[C:33]([C:38]#[N:39])=[CH:34][CH:35]=[CH:36][CH:37]=2)=[CH:28][CH:27]=1)[CH2:2][CH2:3][CH3:4].Cl.[OH-].[Na+]. The catalyst is O1CCCC1.C(OCC)(=O)C. The product is [CH2:1]([C:5]1[N:10]2[N:11]=[CH:12][CH:13]=[C:9]2[N:8]([C@H:14]2[CH2:23][CH2:22][C@H:17]([OH:18])[CH2:16][CH2:15]2)[C:7](=[O:24])[C:6]=1[CH2:25][C:26]1[CH:27]=[CH:28][C:29]([C:32]2[C:33]([C:38]#[N:39])=[CH:34][CH:35]=[CH:36][CH:37]=2)=[CH:30][CH:31]=1)[CH2:2][CH2:3][CH3:4]. The yield is 0.870. (5) The product is [C:19]1([NH:25][C:26]([NH:1][C:2]2[CH:11]=[C:10]3[C:5]([CH:6]=[CH:7][CH:8]=[C:9]3[N:12]3[CH2:17][CH2:16][N:15]([CH3:18])[CH2:14][CH2:13]3)=[CH:4][CH:3]=2)=[O:27])[CH:24]=[CH:23][CH:22]=[CH:21][CH:20]=1. The catalyst is C(#N)C. The yield is 0.620. The reactants are [NH2:1][C:2]1[CH:11]=[C:10]2[C:5]([CH:6]=[CH:7][CH:8]=[C:9]2[N:12]2[CH2:17][CH2:16][N:15]([CH3:18])[CH2:14][CH2:13]2)=[CH:4][CH:3]=1.[C:19]1([N:25]=[C:26]=[O:27])[CH:24]=[CH:23][CH:22]=[CH:21][CH:20]=1.